This data is from Reaction yield outcomes from USPTO patents with 853,638 reactions. The task is: Predict the reaction yield, written as a fraction of the theoretical maximum amount of product (1.0 means a 100% yield; for example, 0.34 means a 34% yield). (1) The reactants are C(O)[C@H]1O[C@H](O[C@]2(CO)O[C@H](CO)[C@@H](O)[C@@H]2O)[C@H](O)[C@@H](O)[C@@H]1O.[CH2:24]([O:26][C:27]([CH:29]1[C:33](=[O:34])[CH2:32][N:31]([C:35](=[O:52])[CH2:36][CH2:37][CH2:38][CH2:39][CH2:40][NH:41][C:42]([O:44][CH2:45][C:46]2[CH:51]=[CH:50][CH:49]=[CH:48][CH:47]=2)=[O:43])[CH2:30]1)=[O:28])[CH3:25]. The catalyst is O. The product is [CH2:24]([O:26][C:27]([CH:29]1[CH:33]([OH:34])[CH2:32][N:31]([C:35](=[O:52])[CH2:36][CH2:37][CH2:38][CH2:39][CH2:40][NH:41][C:42]([O:44][CH2:45][C:46]2[CH:47]=[CH:48][CH:49]=[CH:50][CH:51]=2)=[O:43])[CH2:30]1)=[O:28])[CH3:25]. The yield is 0.420. (2) The yield is 0.870. The product is [N+:9]([C:6]1[C:7]([NH2:8])=[C:2]([C:14]2[CH:13]=[N:12][CH:17]=[CH:16][CH:15]=2)[CH:3]=[N:4][CH:5]=1)([O-:11])=[O:10]. The catalyst is O1CCOCC1. The reactants are Br[C:2]1[CH:3]=[N:4][CH:5]=[C:6]([N+:9]([O-:11])=[O:10])[C:7]=1[NH2:8].[N:12]1[CH:17]=[CH:16][CH:15]=[C:14](B(O)O)[CH:13]=1.C([O-])([O-])=O.[Na+].[Na+]. (3) The reactants are [F:1][C:2]1[CH:3]=[C:4]2[C:9](=[C:10]([N+:12]([O-])=O)[CH:11]=1)[NH:8][CH:7]([CH3:15])[CH2:6][CH2:5]2.[H][H]. The catalyst is C(O)C.[Pd].[C]. The product is [F:1][C:2]1[CH:3]=[C:4]2[C:9](=[C:10]([NH2:12])[CH:11]=1)[NH:8][CH:7]([CH3:15])[CH2:6][CH2:5]2. The yield is 0.960. (4) The reactants are [C:1]([N:4]([C:10]1[CH:18]=[CH:17][C:13]([C:14]([OH:16])=O)=[CH:12][C:11]=1[CH3:19])[CH:5]1[CH2:9][CH2:8][CH2:7][CH2:6]1)(=[O:3])[CH3:2].CN(C(O[N:28]1N=[N:35][C:30]2[CH:31]=[CH:32][CH:33]=[CH:34][C:29]1=2)=[N+](C)C)C.[B-](F)(F)(F)F.[CH:42]([N:45](C(C)C)CC)([CH3:44])[CH3:43].ClC1C=CC2NC([C@@H](N)C[CH2:61][S:62]C)=NC=2C=1.[Cl:67]Cl. The catalyst is O1CCCC1.ClCCl.C(O)C. The product is [C:1]([N:4]([C:10]1[CH:18]=[CH:17][C:13]([C:14]([NH:45][C@@H:42]([C:44]2[NH:28][C:29]3[CH:34]=[CH:33][C:32]([Cl:67])=[CH:31][C:30]=3[N:35]=2)[CH2:43][S:62][CH3:61])=[O:16])=[CH:12][C:11]=1[CH3:19])[CH:5]1[CH2:6][CH2:7][CH2:8][CH2:9]1)(=[O:3])[CH3:2]. The yield is 0.0900. (5) The catalyst is CN(C=O)C. The product is [Br:35][C:25]1[CH:24]=[N:23][N:22]([CH3:26])[C:21]=1[C:9]1[CH:8]=[C:7]([NH:6][C:4](=[O:5])[CH:3]=[C:2]([CH3:27])[CH3:1])[CH:12]=[CH:11][C:10]=1[O:13][CH2:14][CH2:15][N:16]1[CH2:17][CH2:18][CH2:19][CH2:20]1. The yield is 0.250. The reactants are [CH3:1][CH:2]([CH3:27])[CH2:3][C:4]([NH:6][C:7]1[CH:12]=[CH:11][C:10]([O:13][CH2:14][CH2:15][N:16]2[CH2:20][CH2:19][CH2:18][CH2:17]2)=[C:9]([C:21]2[N:22]([CH3:26])[N:23]=[CH:24][CH:25]=2)[CH:8]=1)=[O:5].C1C(=O)N([Br:35])C(=O)C1. (6) The reactants are Cl.[NH2:2][C@@H:3]1[CH2:12][CH2:11][CH2:10][C:9]2[C:8]([C:13]3[N:17]=[C:16]([C:18]4[CH:19]=[CH:20][C:21]([O:26][CH:27]([CH3:29])[CH3:28])=[C:22]([CH:25]=4)[C:23]#[N:24])[O:15][N:14]=3)=[CH:7][CH:6]=[CH:5][C:4]1=2.Cl[CH2:31][CH2:32][S:33](Cl)(=[O:35])=[O:34]. The catalyst is C(Cl)Cl. The product is [C:23]([C:22]1[CH:25]=[C:18]([C:16]2[O:15][N:14]=[C:13]([C:8]3[CH:7]=[CH:6][CH:5]=[C:4]4[C:9]=3[CH2:10][CH2:11][CH2:12][C@H:3]4[NH:2][S:33]([CH:32]=[CH2:31])(=[O:35])=[O:34])[N:17]=2)[CH:19]=[CH:20][C:21]=1[O:26][CH:27]([CH3:29])[CH3:28])#[N:24]. The yield is 0.750. (7) The reactants are Br[C:2]1[CH:17]=[CH:16][C:5]([O:6][CH2:7][CH2:8][N:9]2[CH2:14][CH2:13][N:12]([CH3:15])[CH2:11][CH2:10]2)=[CH:4][C:3]=1[F:18].[B:19]1([B:19]2[O:23][C:22]([CH3:25])([CH3:24])[C:21]([CH3:27])([CH3:26])[O:20]2)[O:23][C:22]([CH3:25])([CH3:24])[C:21]([CH3:27])([CH3:26])[O:20]1.C([O-])(=O)C.[K+].N#N. The catalyst is C1C=CC(P(C2C=CC=CC=2)[C-]2C=CC=C2)=CC=1.C1C=CC(P(C2C=CC=CC=2)[C-]2C=CC=C2)=CC=1.Cl[Pd]Cl.[Fe+2].C(Cl)Cl.COCCOC. The product is [F:18][C:3]1[CH:4]=[C:5]([CH:16]=[CH:17][C:2]=1[B:19]1[O:23][C:22]([CH3:25])([CH3:24])[C:21]([CH3:27])([CH3:26])[O:20]1)[O:6][CH2:7][CH2:8][N:9]1[CH2:14][CH2:13][N:12]([CH3:15])[CH2:11][CH2:10]1. The yield is 0.720.